This data is from Forward reaction prediction with 1.9M reactions from USPTO patents (1976-2016). The task is: Predict the product of the given reaction. Given the reactants [F:1][C:2]1[CH:3]=[C:4]([CH:8]([OH:26])[CH:9]([CH2:15][C:16]2[CH:21]=[CH:20][C:19]([C:22]([F:25])([F:24])[F:23])=[CH:18][CH:17]=2)[C:10]([O:12]CC)=[O:11])[CH:5]=[CH:6][CH:7]=1.[OH-].[Na+].Cl, predict the reaction product. The product is: [F:1][C:2]1[CH:3]=[C:4]([CH:8]([OH:26])[CH:9]([CH2:15][C:16]2[CH:17]=[CH:18][C:19]([C:22]([F:24])([F:25])[F:23])=[CH:20][CH:21]=2)[C:10]([OH:12])=[O:11])[CH:5]=[CH:6][CH:7]=1.